Task: Regression. Given a peptide amino acid sequence and an MHC pseudo amino acid sequence, predict their binding affinity value. This is MHC class I binding data.. Dataset: Peptide-MHC class I binding affinity with 185,985 pairs from IEDB/IMGT (1) The peptide sequence is YAVKYPNL. The MHC is H-2-Db with pseudo-sequence H-2-Db. The binding affinity (normalized) is 0. (2) The peptide sequence is YVIKVSARV. The MHC is HLA-B54:01 with pseudo-sequence HLA-B54:01. The binding affinity (normalized) is 0.104. (3) The peptide sequence is DTCLLAISA. The MHC is HLA-A02:03 with pseudo-sequence HLA-A02:03. The binding affinity (normalized) is 0.189. (4) The peptide sequence is YFVPNLKDM. The MHC is HLA-B39:01 with pseudo-sequence HLA-B39:01. The binding affinity (normalized) is 0.213. (5) The peptide sequence is RLDARLQVL. The MHC is HLA-B18:01 with pseudo-sequence HLA-B18:01. The binding affinity (normalized) is 0.0847.